Dataset: Forward reaction prediction with 1.9M reactions from USPTO patents (1976-2016). Task: Predict the product of the given reaction. (1) Given the reactants ClC1C=CC2SC=C(CN3CCN(C4SC(C(O)=O)=C(C)N=4)C3=O)C=2C=1.[CH3:27][C:28]1[N:29]=[C:30]([N:36]2[CH2:40][CH2:39][N:38]([CH2:41][C:42]3[CH:47]=[CH:46][CH:45]=[CH:44][N:43]=3)[C:37]2=[O:48])[S:31][C:32]=1[C:33]([OH:35])=O.[NH2:49][CH2:50][C:51]1[CH:52]=[N:53][CH:54]=[CH:55][CH:56]=1, predict the reaction product. The product is: [CH3:27][C:28]1[N:29]=[C:30]([N:36]2[CH2:40][CH2:39][N:38]([CH2:41][C:42]3[CH:47]=[CH:46][CH:45]=[CH:44][N:43]=3)[C:37]2=[O:48])[S:31][C:32]=1[C:33]([NH:49][CH2:50][C:51]1[CH:52]=[N:53][CH:54]=[CH:55][CH:56]=1)=[O:35]. (2) Given the reactants [NH2:1][C:2]1[CH:3]=[C:4]([C:37]([O:39][CH3:40])=[O:38])[C:5]([F:36])=[C:6]([C@:8]2([CH3:35])[C@H:14]3[C@:12]([C:15]([O:17][CH3:18])=[O:16])([CH2:13]3)[S:11][C:10]([N:19]([C:28]([O:30][C:31]([CH3:34])([CH3:33])[CH3:32])=[O:29])[CH2:20][O:21][CH2:22][CH2:23][Si:24]([CH3:27])([CH3:26])[CH3:25])=[N:9]2)[CH:7]=1.CN(C(ON1N=N[C:51]2[CH:52]=[CH:53][CH:54]=[N:55][C:50]1=2)=[N+](C)C)C.F[P-](F)(F)(F)(F)F.C(N(C(C)C)CC)(C)C.CCO[C:77](C)=[O:78].C(Cl)[Cl:81], predict the reaction product. The product is: [C:31]([O:30][C:28]([N:19]([CH2:20][O:21][CH2:22][CH2:23][Si:24]([CH3:27])([CH3:26])[CH3:25])[C:10]1[S:11][C@:12]2([C:15]([O:17][CH3:18])=[O:16])[C@H:14]([C@:8]([C:6]3[CH:7]=[C:2]([NH:1][C:77](=[O:78])[C:50]4[CH:51]=[CH:52][C:53]([Cl:81])=[CH:54][N:55]=4)[CH:3]=[C:4]([C:37]([O:39][CH3:40])=[O:38])[C:5]=3[F:36])([CH3:35])[N:9]=1)[CH2:13]2)=[O:29])([CH3:34])([CH3:32])[CH3:33]. (3) Given the reactants [OH-].[Na+].[C@@H:3]1([C:14]2[CH:15]=[C:16]([CH2:26][C:27]3[CH:36]=[C:35]4[C:29](=[CH:30][CH:31]=[CH:32][CH:33]=[CH:34]4)[C:28]=3C(OC)=O)[C:17]3[C:22]([C:23]=2[O:24][CH3:25])=[CH:21][CH:20]=[CH:19][CH:18]=3)[O:11][C@H:10]([CH2:12][OH:13])[C@@H:8]([OH:9])[C@H:6]([OH:7])[C@H:4]1[OH:5].Cl, predict the reaction product. The product is: [CH:28]1[C:29]2[C:35]([CH:34]=[CH:33][CH:32]=[CH:31][CH:30]=2)=[CH:36][C:27]=1[CH2:26][C:16]1[C:17]2[C:22](=[CH:21][CH:20]=[CH:19][CH:18]=2)[C:23]([O:24][CH3:25])=[C:14]([C@@H:3]2[O:11][C@H:10]([CH2:12][OH:13])[C@@H:8]([OH:9])[C@H:6]([OH:7])[C@H:4]2[OH:5])[CH:15]=1. (4) Given the reactants [F:1][C:2]1[CH:7]=[C:6]([F:8])[N:5]=[C:4]([O:9][CH2:10][C:11]2(C)[CH2:14][O:13][CH2:12]2)[N:3]=1.CC1(CO)COC1.FC1N=C(F)C=C(O[C@@H]2CCOC2)N=1, predict the reaction product. The product is: [F:8][C:6]1[CH:7]=[C:2]([F:1])[N:3]=[C:4]([O:9][C@@H:10]2[CH2:11][CH2:14][O:13][CH2:12]2)[N:5]=1. (5) Given the reactants C([C@@H]([C@H](C(O)=O)O)O)(O)=O.[NH:11]1[CH2:21][CH2:20][CH2:19][C@@H:13]([C:14]([O:16][CH2:17][CH3:18])=[O:15])[CH2:12]1.C(N(CC)CC)C.[C:29]1([CH2:35][CH2:36][O:37][CH2:38][C:39](Cl)=[O:40])[CH:34]=[CH:33][CH:32]=[CH:31][CH:30]=1, predict the reaction product. The product is: [CH2:17]([O:16][C:14]([C@@H:13]1[CH2:19][CH2:20][CH2:21][N:11]([C:39](=[O:40])[CH2:38][O:37][CH2:36][CH2:35][C:29]2[CH:34]=[CH:33][CH:32]=[CH:31][CH:30]=2)[CH2:12]1)=[O:15])[CH3:18].